From a dataset of hERG potassium channel inhibition data for cardiac toxicity prediction from Karim et al.. Regression/Classification. Given a drug SMILES string, predict its toxicity properties. Task type varies by dataset: regression for continuous values (e.g., LD50, hERG inhibition percentage) or binary classification for toxic/non-toxic outcomes (e.g., AMES mutagenicity, cardiotoxicity, hepatotoxicity). Dataset: herg_karim. (1) The drug is NC1=N[C@@]2(CO1)c1cc(-c3cccnc3F)ccc1Oc1c2cc(N2CCOCC2)nc1F. The result is 0 (non-blocker). (2) The drug is N#CC(=C(N)Sc1ccc(N)cc1)c1ccccc1C(F)(F)F. The result is 0 (non-blocker). (3) The drug is Oc1ccc(C2CCN(c3ccnc4ccccc34)CC2)cc1O. The result is 0 (non-blocker). (4) The compound is COc1cc(Nc2cnc(C#N)c(O[C@H](C)CN(C)C)n2)ncc1-c1cnn(C)c1. The result is 1 (blocker). (5) The compound is CC(C(=O)N[C@]1(c2ccccc2)CC[C@@H](N2CCN(c3ccccc3)C(=O)C2)CC1)c1cc(C(F)(F)F)cc(C(F)(F)F)c1. The result is 1 (blocker). (6) The drug is F[C@@H]1CC[NH2+]C[C@H]1c1c(-c2ccccc2)[nH]c2cc(Cl)ccc12. The result is 1 (blocker).